Task: Regression. Given a peptide amino acid sequence and an MHC pseudo amino acid sequence, predict their binding affinity value. This is MHC class I binding data.. Dataset: Peptide-MHC class I binding affinity with 185,985 pairs from IEDB/IMGT The peptide sequence is KAFSPEVIPMF. The binding affinity (normalized) is 0.128. The MHC is HLA-A02:03 with pseudo-sequence HLA-A02:03.